Dataset: Reaction yield outcomes from USPTO patents with 853,638 reactions. Task: Predict the reaction yield, written as a fraction of the theoretical maximum amount of product (1.0 means a 100% yield; for example, 0.34 means a 34% yield). (1) The reactants are CS(C)=O.C(Cl)(=O)C(Cl)=O.[CH3:11][N:12]1[CH2:17][CH2:16][C:15]2[S:18][C:19]([CH2:21][OH:22])=[CH:20][C:14]=2[CH2:13]1.C(N(CC)CC)C. The catalyst is C(Cl)Cl. The product is [CH3:11][N:12]1[CH2:17][CH2:16][C:15]2[S:18][C:19]([CH:21]=[O:22])=[CH:20][C:14]=2[CH2:13]1. The yield is 0.450. (2) The reactants are COC1C=CC(C[N:8]2[C:16]3[CH:15]=[CH:14][N:13]=[C:12]([NH:17][CH:18]4[CH2:23][CH2:22][O:21][CH2:20][CH2:19]4)[C:11]=3[C:10]([C:24]3[CH:25]=[C:26]([CH:32]=[CH:33][N:34]=3)[C:27]([N:29]([CH3:31])[CH3:30])=[O:28])=[N:9]2)=CC=1.COC1C=CC(CN2C3C=CN=C(NC4CCOCC4)C=3C(C3C=C(C=CN=3)C(O)=O)=N2)=CC=1.CNC.CN(C(ON1N=NC2C=CC=NC1=2)=[N+](C)C)C.F[P-](F)(F)(F)(F)F.CCN(C(C)C)C(C)C. The catalyst is CN(C=O)C. The product is [CH3:30][N:29]([CH3:31])[C:27](=[O:28])[C:26]1[CH:32]=[CH:33][N:34]=[C:24]([C:10]2[C:11]3[C:12]([NH:17][CH:18]4[CH2:19][CH2:20][O:21][CH2:22][CH2:23]4)=[N:13][CH:14]=[CH:15][C:16]=3[NH:8][N:9]=2)[CH:25]=1. The yield is 0.870. (3) The reactants are C([O:4][CH2:5][C:6]1[C:7]([N:39]2[CH2:51][CH2:50][N:42]3[C:43]4[CH2:44][CH2:45][CH2:46][CH2:47][C:48]=4[CH:49]=[C:41]3[C:40]2=[O:52])=[N:8][CH:9]=[CH:10][C:11]=1[C:12]1[CH:17]=[C:16]([NH:18][C:19]2[CH:24]=[CH:23][C:22]([N:25]3[CH2:30][CH2:29][N:28]([CH:31]4[CH2:34][O:33][CH2:32]4)[CH2:27][C:26]3([CH3:36])[CH3:35])=[CH:21][N:20]=2)[C:15](=[O:37])[N:14]([CH3:38])[CH:13]=1)(=O)C.[OH-].[Li+].C(O)(C)C.C1COCC1. The catalyst is O. The product is [CH3:35][C:26]1([CH3:36])[CH2:27][N:28]([CH:31]2[CH2:34][O:33][CH2:32]2)[CH2:29][CH2:30][N:25]1[C:22]1[CH:23]=[CH:24][C:19]([NH:18][C:16]2[C:15](=[O:37])[N:14]([CH3:38])[CH:13]=[C:12]([C:11]3[CH:10]=[CH:9][N:8]=[C:7]([N:39]4[CH2:51][CH2:50][N:42]5[C:43]6[CH2:44][CH2:45][CH2:46][CH2:47][C:48]=6[CH:49]=[C:41]5[C:40]4=[O:52])[C:6]=3[CH2:5][OH:4])[CH:17]=2)=[N:20][CH:21]=1. The yield is 0.460. (4) The reactants are C([C@@H]1COC(=O)N1[C:14](=[O:25])[C@@H:15]([C:17]1[CH:22]=[CH:21][C:20]([Br:23])=[CH:19][C:18]=1[F:24])[CH3:16])C1C=CC=CC=1.[BH4-].[Na+]. No catalyst specified. The product is [Br:23][C:20]1[CH:21]=[CH:22][C:17]([C@@H:15]([CH3:16])[CH2:14][OH:25])=[C:18]([F:24])[CH:19]=1. The yield is 0.870. (5) The reactants are [F:1][C:2]1[CH:3]=[C:4]2[C:8](=[CH:9][CH:10]=1)[N:7]([CH2:11][C:12]1[O:13][C:14]([C:17]([F:20])([F:19])[F:18])=[CH:15][CH:16]=1)[C:6](=[O:21])[C:5]2(O)[C:22]1[C:27]([OH:28])=[CH:26][CH:25]=[C:24]([O:29][CH3:30])[N:23]=1.C(N(CC)CC)C.S(Cl)(Cl)=O.C(O)(=O)C. The catalyst is O1CCCC1.[Zn]. The product is [F:1][C:2]1[CH:3]=[C:4]2[C:8](=[CH:9][CH:10]=1)[N:7]([CH2:11][C:12]1[O:13][C:14]([C:17]([F:20])([F:18])[F:19])=[CH:15][CH:16]=1)[C:6](=[O:21])[CH:5]2[C:22]1[C:27]([OH:28])=[CH:26][CH:25]=[C:24]([O:29][CH3:30])[N:23]=1. The yield is 0.830.